This data is from CYP2D6 inhibition data for predicting drug metabolism from PubChem BioAssay. The task is: Regression/Classification. Given a drug SMILES string, predict its absorption, distribution, metabolism, or excretion properties. Task type varies by dataset: regression for continuous measurements (e.g., permeability, clearance, half-life) or binary classification for categorical outcomes (e.g., BBB penetration, CYP inhibition). Dataset: cyp2d6_veith. The molecule is CN[C@@H](C)CCC=C(C)C.CN[C@@H](C)CCC=C(C)C.O=C(O)[C@@H](O)[C@@H](O)[C@@H](O)[C@@H](O)C(=O)O. The result is 0 (non-inhibitor).